This data is from Experimentally validated miRNA-target interactions with 360,000+ pairs, plus equal number of negative samples. The task is: Binary Classification. Given a miRNA mature sequence and a target amino acid sequence, predict their likelihood of interaction. (1) The miRNA is hsa-miR-6883-5p with sequence AGGGAGGGUGUGGUAUGGAUGU. The protein sequence of the target gene is MARLAAVLWNLCVTAVLVTSATQGLSRAGLPFGLMRRELACEGYPIELRCPGSDVIMVENANYGRTDDKICDADPFQMENVQCYLPDAFKIMSQRCNNRTQCVVVAGSDAFPDPCPGTYKYLEVQYDCVPYKVEQKVFVCPGTLQKVLEPTSTHESEHQSGAWCKDPLQAGDRIYVMPWIPYRTDTLTEYASWEDYVAARHTTTYRLPNRVDGTGFVVYDGAVFYNKERTRNIVKYDLRTRIKSGETVINTANYHDTSPYRWGGKTDIDLAVDENGLWVIYATEGNNGRLVVSQLNPYTL.... Result: 1 (interaction). (2) The miRNA is hsa-miR-4696 with sequence UGCAAGACGGAUACUGUCAUCU. The protein sequence of the target gene is MEDSMDMDMSPLRPQNYLFGCELKADKDYHFKVDNDENEHQLSLRTVSLGAGAKDELHIVEAEAMNYEGSPIKVTLATLKMSVQPTVSLGGFEITPPVVLRLKCGSGPVHISGQHLVAVEEDAESEDEEEEDVKLLSISGKRSAPGGGSKVPQKKVKLAADEDDDDDDEEDDDEDDDDDDFDDEEAEEKAPVKKSIRDTPAKNAQKSNQNGKDSKPSSTPRSKGQESFKKQEKTPKTPKGPSSVEDIKAKMQASIEKGGSLPKVEAKFINYVKNCFRMTDQEAIQDLWQWRKSL. Result: 1 (interaction).